Dataset: Full USPTO retrosynthesis dataset with 1.9M reactions from patents (1976-2016). Task: Predict the reactants needed to synthesize the given product. Given the product [CH2:1]([S:8][C:9]1[N:10]=[C:11]([NH:29][CH:30]2[CH2:35][CH2:34][O:33][CH2:32][CH2:31]2)[C:12]([N+:16]([O-:18])=[O:17])=[C:13]([Cl:15])[N:14]=1)[C:2]1[CH:3]=[CH:4][CH:5]=[CH:6][CH:7]=1, predict the reactants needed to synthesize it. The reactants are: [CH2:1]([S:8][C:9]1[N:14]=[C:13]([Cl:15])[C:12]([N+:16]([O-:18])=[O:17])=[C:11](Cl)[N:10]=1)[C:2]1[CH:7]=[CH:6][CH:5]=[CH:4][CH:3]=1.CCN(C(C)C)C(C)C.[NH2:29][CH:30]1[CH2:35][CH2:34][O:33][CH2:32][CH2:31]1.